From a dataset of Full USPTO retrosynthesis dataset with 1.9M reactions from patents (1976-2016). Predict the reactants needed to synthesize the given product. (1) Given the product [Br:8][C:9]1[CH:42]=[CH:41][C:12]2[N:13]=[C:14]([NH:16][C@H:17]([C:34]([O:36][C:37]([CH3:38])([CH3:39])[CH3:40])=[O:35])[CH2:18][NH:19][C:20](=[O:33])[C:21]3[CH:22]=[CH:23][C:24]([CH2:27][CH2:28][C:29](=[O:30])[NH:1][C:2]4[NH:7][CH2:6][CH2:5][CH2:4][N:3]=4)=[CH:25][CH:26]=3)[S:15][C:11]=2[CH:10]=1, predict the reactants needed to synthesize it. The reactants are: [NH2:1][C:2]1[NH:3][CH2:4][CH2:5][CH2:6][N:7]=1.[Br:8][C:9]1[CH:42]=[CH:41][C:12]2[N:13]=[C:14]([NH:16][C@H:17]([C:34]([O:36][C:37]([CH3:40])([CH3:39])[CH3:38])=[O:35])[CH2:18][NH:19][C:20](=[O:33])[C:21]3[CH:26]=[CH:25][C:24]([CH2:27][CH2:28][C:29](OC)=[O:30])=[CH:23][CH:22]=3)[S:15][C:11]=2[CH:10]=1. (2) Given the product [CH:40]1([N:11]2[C:12]3[C:8](=[C:7]([C:50]4[CH:51]=[CH:52][CH:53]=[CH:54][C:49]=4[C:47]([O:46][CH3:45])=[O:48])[CH:15]=[C:14]([C:16]([N:18]4[CH2:19][CH2:20][C:21]5([CH2:32][C:31](=[O:33])[C:30]6[C:25](=[CH:26][CH:27]=[C:28]([C:34]7[CH:35]=[N:36][N:37]([CH3:39])[CH:38]=7)[CH:29]=6)[O:24]5)[CH2:22][CH2:23]4)=[O:17])[CH:13]=3)[CH:9]=[CH:10]2)[CH2:41][CH2:42]1, predict the reactants needed to synthesize it. The reactants are: FC(F)(F)S(O[C:7]1[CH:15]=[C:14]([C:16]([N:18]2[CH2:23][CH2:22][C:21]3([CH2:32][C:31](=[O:33])[C:30]4[C:25](=[CH:26][CH:27]=[C:28]([C:34]5[CH:35]=[N:36][N:37]([CH3:39])[CH:38]=5)[CH:29]=4)[O:24]3)[CH2:20][CH2:19]2)=[O:17])[CH:13]=[C:12]2[C:8]=1[CH:9]=[CH:10][N:11]2[CH:40]1[CH2:42][CH2:41]1)(=O)=O.[CH3:45][O:46][C:47]([C:49]1[CH:54]=[CH:53][CH:52]=[CH:51][C:50]=1B(O)O)=[O:48].COC(C1C=CC(B(O)O)=CC=1)=O. (3) Given the product [CH3:31][N:27]1[CH2:26][CH:25]([C:32]2[CH:37]=[CH:36][CH:35]=[CH:34][CH:33]=2)[C:24]2[C:29](=[CH:30][C:21]([O:20][CH2:19][CH2:38][CH2:1][N:2]3[CH2:11][CH2:10][CH2:9][CH2:4][CH2:3]3)=[N:22][CH:23]=2)[CH2:28]1, predict the reactants needed to synthesize it. The reactants are: [CH3:1][N:2]1[CH2:11][CH:10](C2C=CC=CC=2)[C:9]2[C:4](=CC(=O)NC=2)[CH2:3]1.[CH3:19][O:20][C:21]1[CH:30]=[C:29]2[C:24]([CH:25]([C:32]3[CH:37]=[CH:36][CH:35]=[CH:34][CH:33]=3)[CH2:26][N:27]([CH3:31])[CH2:28]2)=[CH:23][N:22]=1.[CH3:38][Si](Cl)(C)C.[Na+].[I-]. (4) Given the product [F:22][C:21]([F:24])([F:23])[C:18]1[CH:19]=[CH:20][C:15]([N:4]2[CH2:5][CH2:6][N:1]([C:7]([O:9][C:10]([CH3:13])([CH3:12])[CH3:11])=[O:8])[CH2:2][CH2:3]2)=[CH:16][CH:17]=1, predict the reactants needed to synthesize it. The reactants are: [N:1]1([C:7]([O:9][C:10]([CH3:13])([CH3:12])[CH3:11])=[O:8])[CH2:6][CH2:5][NH:4][CH2:3][CH2:2]1.Br[C:15]1[CH:20]=[CH:19][C:18]([C:21]([F:24])([F:23])[F:22])=[CH:17][CH:16]=1.C1C=CC(P(C2C(C3C(P(C4C=CC=CC=4)C4C=CC=CC=4)=CC=C4C=3C=CC=C4)=C3C(C=CC=C3)=CC=2)C2C=CC=CC=2)=CC=1.CC([O-])(C)C.[Na+]. (5) The reactants are: [CH3:1][N:2]1[C:6]([CH:7]=O)=[CH:5][N:4]=[C:3]1[S:9][CH3:10].[CH3:11]O. Given the product [C:7]([C:6]1[N:2]([CH3:1])[C:3]([S:9][CH3:10])=[N:4][CH:5]=1)#[CH:11], predict the reactants needed to synthesize it. (6) The reactants are: [Br:1][C:2]1[CH:10]=[CH:9][C:5]2[NH:6][CH:7]=[N:8][C:4]=2[CH:3]=1.CN1C=CN=C1.Cl[C:18]1([C:24]([O:26][CH3:27])=[O:25])[C:22](=[O:23])[CH:21]=[CH:20][S:19]1.[Si:28](Cl)([C:31]([CH3:34])([CH3:33])[CH3:32])([CH3:30])[CH3:29]. Given the product [Br:1][C:2]1[CH:10]=[CH:9][C:5]2[N:6]=[CH:7][N:8]([C:20]3[S:19][C:18]([C:24]([O:26][CH3:27])=[O:25])=[C:22]([O:23][Si:28]([C:31]([CH3:34])([CH3:33])[CH3:32])([CH3:30])[CH3:29])[CH:21]=3)[C:4]=2[CH:3]=1, predict the reactants needed to synthesize it. (7) Given the product [NH2:9][C@H:8]1[CH2:7][CH2:6][N:5]([CH2:17][CH2:18][N:19]2[C:28]3[C:23](=[CH:24][CH:25]=[C:26]([O:29][CH3:30])[CH:27]=3)[N:22]=[CH:21][C:20]2=[O:31])[CH2:4][C@H:3]1[O:2][CH3:1], predict the reactants needed to synthesize it. The reactants are: [CH3:1][O:2][C@H:3]1[C@@H:8]([NH:9]C(=O)OC(C)(C)C)[CH2:7][CH2:6][N:5]([CH2:17][CH2:18][N:19]2[C:28]3[C:23](=[CH:24][CH:25]=[C:26]([O:29][CH3:30])[CH:27]=3)[N:22]=[CH:21][C:20]2=[O:31])[CH2:4]1.FC(F)(F)C(O)=O. (8) Given the product [OH:10][C:11]1[CH:12]=[C:13]([C:15]2[CH:16]=[CH:17][C:18]([F:21])=[CH:19][CH:20]=2)[N:4]=[C:5]([NH2:7])[N:6]=1, predict the reactants needed to synthesize it. The reactants are: [H-].[Na+].Cl.[NH2:4][C:5]([NH2:7])=[NH:6].C([O:10][C:11](=O)[CH2:12][C:13]([C:15]1[CH:20]=[CH:19][C:18]([F:21])=[CH:17][CH:16]=1)=O)C.O. (9) Given the product [C@H:1]1([NH:11][C:12]2[N:13]=[CH:14][N:15]=[C:16]([NH:18][C:19](=[O:21])[CH3:20])[N:17]=2)[C:10]2[C:5](=[CH:6][CH:7]=[CH:8][CH:9]=2)[CH2:4][CH2:3][CH2:2]1, predict the reactants needed to synthesize it. The reactants are: [C@H:1]1([NH:11][C:12]2[N:17]=[C:16]([NH2:18])[N:15]=[CH:14][N:13]=2)[C:10]2[C:5](=[CH:6][CH:7]=[CH:8][CH:9]=2)[CH2:4][CH2:3][CH2:2]1.[C:19](OC(=O)C)(=[O:21])[CH3:20].